Task: Predict the reaction yield, written as a fraction of the theoretical maximum amount of product (1.0 means a 100% yield; for example, 0.34 means a 34% yield).. Dataset: Reaction yield outcomes from USPTO patents with 853,638 reactions (1) The reactants are [NH2:1][C:2]1[C:3]2[N:4]([C:8]([C@@H:27]3[CH2:31][CH2:30][CH2:29][NH:28]3)=[N:9][C:10]=2[C:11]2[CH:26]=[CH:25][C:14]([C:15]([NH:17][C:18]3[CH:23]=[C:22]([CH3:24])[CH:21]=[CH:20][N:19]=3)=[O:16])=[CH:13][CH:12]=2)[CH:5]=[CH:6][N:7]=1.[C:32](O)(=[O:36])[C:33]#[C:34][CH3:35]. No catalyst specified. The yield is 0.272. The product is [NH2:1][C:2]1[C:3]2[N:4]([C:8]([C@@H:27]3[CH2:31][CH2:30][CH2:29][N:28]3[C:32](=[O:36])[C:33]#[C:34][CH3:35])=[N:9][C:10]=2[C:11]2[CH:12]=[CH:13][C:14]([C:15]([NH:17][C:18]3[CH:23]=[C:22]([CH3:24])[CH:21]=[CH:20][N:19]=3)=[O:16])=[CH:25][CH:26]=2)[CH:5]=[CH:6][N:7]=1. (2) The yield is 0.590. The catalyst is O1CCOCC1.C(OCC)(=O)C. The reactants are [NH2:1][C:2]1[N:7]=[CH:6][N:5]=[C:4]([NH:8][CH2:9][C:10]2[N:15]([C:16]3[CH:21]=[CH:20][CH:19]=[CH:18][CH:17]=3)[C:14](=[O:22])[C:13]3=[C:23]([CH3:26])[CH:24]=[CH:25][N:12]3[N:11]=2)[C:3]=1Br.[F:28][CH:29]([F:39])[C:30]1[CH:31]=[C:32](B(O)O)[CH:33]=[N:34][CH:35]=1.C(=O)([O-])[O-].[Cs+].[Cs+]. The product is [NH2:1][C:2]1[N:7]=[CH:6][N:5]=[C:4]([NH:8][CH2:9][C:10]2[N:15]([C:16]3[CH:21]=[CH:20][CH:19]=[CH:18][CH:17]=3)[C:14](=[O:22])[C:13]3=[C:23]([CH3:26])[CH:24]=[CH:25][N:12]3[N:11]=2)[C:3]=1[C:32]1[CH:33]=[N:34][CH:35]=[C:30]([CH:29]([F:39])[F:28])[CH:31]=1. (3) The product is [C:1]([O:5][C:6](=[O:32])[C@@H:7]1[CH2:11][CH2:10][CH2:9][N:8]1[C:12](=[O:31])[CH2:13][NH:14][NH:15][C:16]#[CH:17])([CH3:2])([CH3:4])[CH3:3]. The yield is 0.840. The reactants are [C:1]([O:5][C:6](=[O:32])[C@@H:7]1[CH2:11][CH2:10][CH2:9][N:8]1[C:12](=[O:31])[C:13](=C(C1C=CC=CC=1)C1C=CC=CC=1)[NH:14][NH:15][C:16]#[CH:17])([CH3:4])([CH3:3])[CH3:2].Cl.NO. The catalyst is N1C=CC=CC=1.